From a dataset of Reaction yield outcomes from USPTO patents with 853,638 reactions. Predict the reaction yield, written as a fraction of the theoretical maximum amount of product (1.0 means a 100% yield; for example, 0.34 means a 34% yield). (1) The reactants are [CH2:1](Br)[C:2]1[CH:7]=[CH:6][CH:5]=[CH:4][CH:3]=1.[Na+].[OH:10][C:11]1[CH:16]=[CH:15][C:14]([S:17]([O-:20])(=[O:19])=[O:18])=[CH:13][CH:12]=1.[Na]. The catalyst is C(O)C. The product is [CH2:1]([O:10][C:11]1[CH:16]=[CH:15][C:14]([S:17]([OH:20])(=[O:18])=[O:19])=[CH:13][CH:12]=1)[C:2]1[CH:7]=[CH:6][CH:5]=[CH:4][CH:3]=1. The yield is 0.550. (2) The reactants are C(OC([N:8]1[CH2:13][CH2:12][N:11]([S:14]([CH3:17])(=[O:16])=[O:15])[C@H:10]([CH3:18])[CH2:9]1)=O)(C)(C)C.[ClH:19]. The catalyst is ClCCl.C(OCC)C. The product is [ClH:19].[CH3:17][S:14]([N:11]1[CH2:12][CH2:13][NH:8][CH2:9][C@H:10]1[CH3:18])(=[O:15])=[O:16]. The yield is 0.730. (3) The reactants are [Br:1][C:2]1[CH:14]=[CH:13][CH:12]=[CH:11][C:3]=1[O:4][CH:5]1[CH2:10][CH2:9]S[CH2:7][CH2:6]1.C(Cl)Cl.ClC1C=C(C=CC=1)C(OO)=O.[OH-].[Na+].[O-:31][S:32]([O-:35])(=S)=O.[Na+].[Na+]. The yield is 0.380. The product is [Br:1][C:2]1[CH:14]=[CH:13][CH:12]=[CH:11][C:3]=1[O:4][CH:5]1[CH2:6][CH2:7][S:32](=[O:35])(=[O:31])[CH2:9][CH2:10]1. No catalyst specified. (4) The reactants are [CH:1]([N:4]1[C:8]([C:9]2[S:10][C:11]3[CH2:12][CH2:13][O:14][C:15]4[CH:22]=[C:21]([CH:23]=O)[CH:20]=[CH:19][C:16]=4[C:17]=3[N:18]=2)=[N:7][CH:6]=[N:5]1)([CH3:3])[CH3:2].[NH2:25][C:26]1[CH:30]=[CH:29][O:28][N:27]=1. No catalyst specified. The product is [CH:1]([N:4]1[C:8]([C:9]2[S:10][C:11]3[CH2:12][CH2:13][O:14][C:15]4[CH:22]=[C:21]([CH2:23][NH:25][C:26]5[CH:30]=[CH:29][O:28][N:27]=5)[CH:20]=[CH:19][C:16]=4[C:17]=3[N:18]=2)=[N:7][CH:6]=[N:5]1)([CH3:3])[CH3:2]. The yield is 0.520.